This data is from Reaction yield outcomes from USPTO patents with 853,638 reactions. The task is: Predict the reaction yield, written as a fraction of the theoretical maximum amount of product (1.0 means a 100% yield; for example, 0.34 means a 34% yield). (1) The reactants are [CH3:13][CH:12]([O:11][C:9](/N=N/[C:9]([O:11][CH:12]([CH3:14])[CH3:13])=O)=O)[CH3:14].OC1C=[CH:20][C:19]([C:22]2([OH:41])[CH2:27][CH2:26][N:25]([C:28]3[CH:29]=[CH:30][C:31]4[N:32]([C:34]([C:37]([F:40])([F:39])[F:38])=[N:35][N:36]=4)[N:33]=3)[CH2:24][CH2:23]2)=[CH:18]C=1.FC(F)(F)[C:44]1[N:48]2[N:49]=[C:50](N3CCC(C4C=CC(O)=CC=4)CC3)[CH:51]=[CH:52][C:47]2=NN=1.C1(P(C2C=CC=CC=2)C2C=CC=CC=2)C=CC=CC=1. The catalyst is C1COCC1. The product is [CH3:44][N:48]1[C:47]([CH2:52][CH2:9][O:11][C:12]2[CH:13]=[CH:20][C:19]([C:22]3([OH:41])[CH2:23][CH2:24][N:25]([C:28]4[CH:29]=[CH:30][C:31]5[N:32]([C:34]([C:37]([F:38])([F:39])[F:40])=[N:35][N:36]=5)[N:33]=4)[CH2:26][CH2:27]3)=[CH:18][CH:14]=2)=[CH:51][CH:50]=[N:49]1. The yield is 0.722. (2) The reactants are [Cl:1][C:2]1[CH:3]=[C:4]2[O:8][C:7]([C:9]3[N:10]=[C:11]4[N:15]([CH:16]=3)[N:14]=[C:13]([O:17][CH3:18])[S:12]4)=[CH:6][C:5]2=[C:19]([OH:21])[CH:20]=1.[C:22]1([C:28]2[S:29][CH:30]=[C:31]([CH2:33]O)[N:32]=2)[CH:27]=[CH:26][CH:25]=[CH:24][CH:23]=1.C(P(CCCC)CCCC)CCC.C1CCN(C(N=NC(N2CCCCC2)=O)=O)CC1. The catalyst is C1COCC1.CCOC(C)=O. The product is [Cl:1][C:2]1[CH:20]=[C:19]([O:21][CH2:33][C:31]2[N:32]=[C:28]([C:22]3[CH:23]=[CH:24][CH:25]=[CH:26][CH:27]=3)[S:29][CH:30]=2)[C:5]2[CH:6]=[C:7]([C:9]3[N:10]=[C:11]4[N:15]([CH:16]=3)[N:14]=[C:13]([O:17][CH3:18])[S:12]4)[O:8][C:4]=2[CH:3]=1. The yield is 0.520. (3) The yield is 0.940. The reactants are I[C:2]1[CH:9]=[CH:8][CH:7]=[C:6]([N+:10]([O-:12])=[O:11])[C:3]=1[C:4]#[N:5].[CH:13](/B(O)O)=[CH:14]\[CH3:15].C(=O)([O-])[O-].[Na+].[Na+]. The catalyst is C(COC)OC.O.CCOC(C)=O. The product is [N+:10]([C:6]1[CH:7]=[CH:8][CH:9]=[C:2](/[CH:13]=[CH:14]/[CH3:15])[C:3]=1[C:4]#[N:5])([O-:12])=[O:11]. (4) The reactants are [O:1]=[C:2]1[C:11]2[C:6](=[CH:7][CH:8]=[CH:9][CH:10]=2)[C:5]([O:12][CH2:13][CH2:14][CH2:15][CH2:16][C:17]([OH:19])=O)=[CH:4][C:3]1=[O:20].CN(C(ON1N=NC2C=CC=CC1=2)=[N+](C)C)C.F[P-](F)(F)(F)(F)F.CCN(C(C)C)C(C)C.Cl.[NH2:55][C:56]1[CH:60]=[C:59]([C:61]([O:63][CH3:64])=[O:62])[N:58]([CH3:65])[CH:57]=1. The catalyst is CN(C=O)C.CCOCC. The product is [CH3:65][N:58]1[C:59]([C:61]([O:63][CH3:64])=[O:62])=[CH:60][C:56]([NH:55][C:17](=[O:19])[CH2:16][CH2:15][CH2:14][CH2:13][O:12][C:5]2[C:6]3[C:11](=[CH:10][CH:9]=[CH:8][CH:7]=3)[C:2](=[O:1])[C:3](=[O:20])[CH:4]=2)=[CH:57]1. The yield is 0.400. (5) The reactants are N12CCN(CC1)CC2.[CH3:9][N:10]([CH3:15])[S:11](Cl)(=[O:13])=[O:12].[NH:16]1[CH:20]=[C:19]([CH:21]=[O:22])[N:18]=[CH:17]1. The catalyst is C(#N)C. The product is [CH:21]([C:19]1[N:18]=[CH:17][N:16]([S:11]([N:10]([CH3:15])[CH3:9])(=[O:13])=[O:12])[CH:20]=1)=[O:22]. The yield is 0.860.